Dataset: Forward reaction prediction with 1.9M reactions from USPTO patents (1976-2016). Task: Predict the product of the given reaction. (1) The product is: [CH3:1][O:2][C:3]1[C:4]([N+:11]([O-:13])=[O:12])=[CH:5][C:6]([CH2:10][OH:18])=[N:7][CH:8]=1. Given the reactants [CH3:1][O:2][C:3]1[C:4]([N+:11]([O-:13])=[O:12])=[CH:5][C:6]([CH3:10])=[N+:7]([O-])[CH:8]=1.[Li+].[OH-].C([O-])(=[O:18])C.[NH4+].[Cl-], predict the reaction product. (2) Given the reactants C(O[C:4]([C:6]1[CH:11]=[C:10]([C:12]2[CH:13]=[N:14][CH:15]=[C:16]([F:18])[CH:17]=2)[CH:9]=[C:8]([CH3:19])[N:7]=1)=[O:5])C.[F:20][C:21]1[S:25][C:24]([NH2:26])=[N:23][CH:22]=1, predict the reaction product. The product is: [F:20][C:21]1[S:25][C:24]([NH:26][C:4]([C:6]2[CH:11]=[C:10]([C:12]3[CH:13]=[N:14][CH:15]=[C:16]([F:18])[CH:17]=3)[CH:9]=[C:8]([CH3:19])[N:7]=2)=[O:5])=[N:23][CH:22]=1. (3) Given the reactants [F:1][C:2]1[CH:10]=[C:9]2[C:5]([C:6]([CH2:11]N(C)C)=[CH:7][NH:8]2)=[CH:4][CH:3]=1.[N+:15]([CH:18]([CH3:24])[C:19]([O:21][CH2:22][CH3:23])=[O:20])([O-:17])=[O:16], predict the reaction product. The product is: [F:1][C:2]1[CH:10]=[C:9]2[C:5]([C:6]([CH2:11][C:18]([CH3:24])([N+:15]([O-:17])=[O:16])[C:19]([O:21][CH2:22][CH3:23])=[O:20])=[CH:7][NH:8]2)=[CH:4][CH:3]=1. (4) Given the reactants O=P(Cl)(Cl)[Cl:3].CN([CH:9]=[O:10])C.[C:11]([C:15]1[CH:20]=[CH:19][CH:18]=[CH:17][CH:16]=1)(=O)[CH2:12][CH3:13].C([O-])(=O)C.[Na+], predict the reaction product. The product is: [Cl:3][C:11]([C:15]1[CH:20]=[CH:19][CH:18]=[CH:17][CH:16]=1)=[C:12]([CH3:13])[CH:9]=[O:10]. (5) Given the reactants [OH:1][CH:2]1[CH2:7][CH:6]2[N:8]([C:9]([O:11][CH2:12][C:13]3[CH:18]=[CH:17][CH:16]=[CH:15][CH:14]=3)=[O:10])[CH:3]1[CH2:4][C@H:5]2[C:19]([O:21][CH2:22][CH3:23])=[O:20].CC(OI1(OC(C)=O)(OC(C)=O)OC(=O)C2C=CC=CC1=2)=O, predict the reaction product. The product is: [O:1]=[C:2]1[CH2:7][CH:6]2[N:8]([C:9]([O:11][CH2:12][C:13]3[CH:18]=[CH:17][CH:16]=[CH:15][CH:14]=3)=[O:10])[CH:3]1[CH2:4][C@H:5]2[C:19]([O:21][CH2:22][CH3:23])=[O:20]. (6) Given the reactants [CH3:1][C:2]1([CH3:24])[CH2:7][CH2:6][CH:5]([C:8](=[O:23])[CH2:9][CH:10]2[C:18]3[C:13](=[CH:14][CH:15]=[CH:16][C:17]=3[F:19])[C:12]3=[CH:20][N:21]=[CH:22][N:11]23)[CH2:4][CH2:3]1.[BH4-].[Na+], predict the reaction product. The product is: [CH3:1][C:2]1([CH3:24])[CH2:7][CH2:6][CH:5]([CH:8]([OH:23])[CH2:9][CH:10]2[C:18]3[C:13](=[CH:14][CH:15]=[CH:16][C:17]=3[F:19])[C:12]3=[CH:20][N:21]=[CH:22][N:11]23)[CH2:4][CH2:3]1. (7) The product is: [N:1]([C:4]([CH3:10])([CH3:9])[CH2:5][C:6]([Cl:13])=[O:7])=[N+:2]=[N-:3]. Given the reactants [N:1]([C:4]([CH3:10])([CH3:9])[CH2:5][C:6](O)=[O:7])=[N+:2]=[N-:3].S(Cl)([Cl:13])=O, predict the reaction product. (8) Given the reactants [C:1]([N:4]1[CH2:9][CH2:8][N:7]([CH2:10][C:11]([NH:13][C:14]2[CH:19]=[CH:18][C:17](Br)=[CH:16][N:15]=2)=[O:12])[C@H:6]([CH3:21])[CH2:5]1)(=[O:3])[CH3:2].[F:22][C:23]1[CH:24]=[C:25](B(O)O)[CH:26]=[C:27]([F:29])[CH:28]=1, predict the reaction product. The product is: [C:1]([N:4]1[CH2:9][CH2:8][N:7]([CH2:10][C:11]([NH:13][C:14]2[CH:19]=[CH:18][C:17]([C:25]3[CH:24]=[C:23]([F:22])[CH:28]=[C:27]([F:29])[CH:26]=3)=[CH:16][N:15]=2)=[O:12])[C@H:6]([CH3:21])[CH2:5]1)(=[O:3])[CH3:2]. (9) The product is: [Cl:12][C:13]1[CH:18]=[C:17]([S:19]([CH3:22])(=[O:20])=[O:21])[CH:16]=[C:15]([Cl:23])[C:14]=1[N:24]1[CH:32]=[C:27]2[CH:28]=[N+:29]([O-:9])[CH:30]=[CH:31][C:26]2=[N:25]1. Given the reactants C1C=C(Cl)C=C(C(OO)=[O:9])C=1.[Cl:12][C:13]1[CH:18]=[C:17]([S:19]([CH3:22])(=[O:21])=[O:20])[CH:16]=[C:15]([Cl:23])[C:14]=1[N:24]1[CH:32]=[C:27]2[CH:28]=[N:29][CH:30]=[CH:31][C:26]2=[N:25]1.S([O-])([O-])(=O)=S.[Na+].[Na+], predict the reaction product. (10) Given the reactants [Cl:1][C:2]1[CH:7]=[CH:6][CH:5]=[C:4]([F:8])[C:3]=1[C:9]1[N:10]=[C:11]2[CH:16]=[CH:15][CH:14]=[C:13]([NH:17][C:18](=[O:24])OC(C)(C)C)[N:12]2[C:25]=1[NH:26][C:27]1[CH:36]=[CH:35][C:30]2[O:31][CH2:32][CH2:33][O:34][C:29]=2[CH:28]=1.[OH-].[Na+].[NH4+].[Cl-], predict the reaction product. The product is: [Cl:1][C:2]1[CH:7]=[CH:6][CH:5]=[C:4]([F:8])[C:3]=1[C:9]1[N:10]=[C:11]2[N:12]3[C:13]([NH:17][C:18](=[O:24])[N:26]([C:27]4[CH:28]=[CH:29][C:30]5[O:31][CH2:32][CH2:33][O:34][C:35]=5[CH:36]=4)[C:25]=13)=[CH:14][CH:15]=[CH:16]2.